Dataset: Full USPTO retrosynthesis dataset with 1.9M reactions from patents (1976-2016). Task: Predict the reactants needed to synthesize the given product. (1) Given the product [F:1][C:2]([F:35])([F:34])[C:3]1[CH:4]=[C:5]([CH:27]=[C:28]([C:30]([F:33])([F:32])[F:31])[CH:29]=1)[CH2:6][N:7]([CH:11]1[CH2:17][CH2:16][CH2:15][NH:14][C:13]2[C:18]([CH3:36])=[CH:19][C:20]([C:22]([F:25])([F:24])[F:23])=[CH:21][C:12]1=2)[C:8](=[O:10])[CH3:9], predict the reactants needed to synthesize it. The reactants are: [F:1][C:2]([F:35])([F:34])[C:3]1[CH:4]=[C:5]([CH:27]=[C:28]([C:30]([F:33])([F:32])[F:31])[CH:29]=1)[CH2:6][N:7]([CH:11]1[CH2:17][CH2:16][CH2:15][NH:14][C:13]2[C:18](Br)=[CH:19][C:20]([C:22]([F:25])([F:24])[F:23])=[CH:21][C:12]1=2)[C:8](=[O:10])[CH3:9].[CH3:36]B(O)O.[F-].[Cs+]. (2) Given the product [CH2:30]([C@H:31]1[CH2:36][CH2:35][C@H:34]([NH:37][C:38](=[O:44])[O:39][C:40]([CH3:43])([CH3:42])[CH3:41])[CH2:33][CH2:32]1)[CH2:29]/[CH:27]=[CH:1]/[CH3:2], predict the reactants needed to synthesize it. The reactants are: [CH2:1](S(C1N(C2C=CC=CC=2)N=NN=1)(=O)=O)[CH3:2].C[Si](C)(C)N[Si](C)(C)C.[K].[CH:27]([CH2:29][CH2:30][C@H:31]1[CH2:36][CH2:35][C@H:34]([NH:37][C:38](=[O:44])[O:39][C:40]([CH3:43])([CH3:42])[CH3:41])[CH2:33][CH2:32]1)=O.O. (3) Given the product [OH:4][CH2:3][C@@H:2]([N:1]1[C:17](=[O:18])[C:16]2[C:15](=[CH:24][CH:23]=[CH:22][CH:21]=2)[C:14]1=[O:25])[C:5]1[CH:10]=[CH:9][CH:8]=[CH:7][CH:6]=1, predict the reactants needed to synthesize it. The reactants are: [NH2:1][C@@H:2]([C:5]1[CH:10]=[CH:9][CH:8]=[CH:7][CH:6]=1)[CH2:3][OH:4].C(#N)C.[C:14](ON1C(=O)CCC1=O)(=[O:25])[C:15]1[C:16](=[CH:21][CH:22]=[CH:23][CH:24]=1)[C:17](OC)=[O:18]. (4) The reactants are: [Cl:1][C:2]1[CH:3]=[C:4]([CH2:14][C:15]2[O:19][C:18]([C:20]3[NH:24][C:23]4[CH:25]=[CH:26][C:27]([CH:29]=O)=[CH:28][C:22]=4[N:21]=3)=[CH:17][CH:16]=2)[C:5]2[O:9][C:8]([CH:10]([CH3:12])[CH3:11])=[CH:7][C:6]=2[CH:13]=1.[CH3:31][NH2:32].C(O[BH-](OC(=O)C)OC(=O)C)(=O)C.[Na+].C(OCC)(=O)C. Given the product [ClH:1].[Cl:1][C:2]1[CH:3]=[C:4]([CH2:14][C:15]2[O:19][C:18]([C:20]3[NH:24][C:23]4[CH:25]=[CH:26][C:27]([CH2:29][NH:32][CH3:31])=[CH:28][C:22]=4[N:21]=3)=[CH:17][CH:16]=2)[C:5]2[O:9][C:8]([CH:10]([CH3:12])[CH3:11])=[CH:7][C:6]=2[CH:13]=1, predict the reactants needed to synthesize it. (5) Given the product [Cl:1][C:2]1[CH:9]=[CH:8][C:5]([CH:6]=[O:7])=[C:4]([N:11]2[CH2:16][CH2:15][CH:14]([C:17]([NH2:19])=[O:18])[CH2:13][CH2:12]2)[CH:3]=1, predict the reactants needed to synthesize it. The reactants are: [Cl:1][C:2]1[CH:9]=[CH:8][C:5]([CH:6]=[O:7])=[C:4](F)[CH:3]=1.[NH:11]1[CH2:16][CH2:15][CH:14]([C:17]([NH2:19])=[O:18])[CH2:13][CH2:12]1.C([O-])([O-])=O.[K+].[K+].CC(N(C)C)=O. (6) Given the product [CH:20]([C:5]1[S:1][C:2]([CH:8]=[O:9])=[C:3]([CH:6]=[O:7])[CH:4]=1)=[CH:21][CH2:22][CH2:23][CH2:24][CH3:25].[O:12]1[CH2:11][CH2:10][O:13][CH:8]1[C:2]1[S:1][C:5]([CH:25]=[CH:24][CH2:23][CH2:22][CH2:21][CH3:20])=[CH:4][C:3]=1[CH:6]1[O:7][CH2:27][CH2:28][O:29]1, predict the reactants needed to synthesize it. The reactants are: [S:1]1[CH:5]=[CH:4][C:3]([CH:6]=[O:7])=[C:2]1[CH:8]=[O:9].[CH2:10]([OH:13])[CH2:11][OH:12].C([Li])CCC.Br[CH2:20][CH2:21][CH2:22][CH2:23][CH:24]=[CH2:25].C1C[O:29][CH2:28][CH2:27]1. (7) Given the product [CH:11]1([CH2:10][C@H:9]([N:8]([CH3:12])[C:6](=[O:7])[O:5][C:1]([CH3:2])([CH3:3])[CH3:4])[C:13](=[O:15])[NH:35][C@@H:32]2[C@@H:30]3[C@@H:29]([CH2:28][N:27]([S:24]([C:21]4[CH:20]=[CH:19][C:18]([C:17]([F:16])([F:36])[F:37])=[CH:23][CH:22]=4)(=[O:25])=[O:26])[CH2:31]3)[CH2:34][CH2:33]2)[CH2:42][CH2:41][CH2:40][CH2:45][CH2:44]1, predict the reactants needed to synthesize it. The reactants are: [C:1]([O:5][C:6]([N:8]1[CH2:12][CH2:11][CH2:10][C@H:9]1[C:13]([OH:15])=O)=[O:7])([CH3:4])([CH3:3])[CH3:2].[F:16][C:17]([F:37])([F:36])[C:18]1[CH:23]=[CH:22][C:21]([S:24]([N:27]2[CH2:31][C@@H:30]3[C@@H:32]([NH2:35])[CH2:33][CH2:34][C@@H:29]3[CH2:28]2)(=[O:26])=[O:25])=[CH:20][CH:19]=1.FC(F)(F)[C:40]1[CH:41]=[C:42](S(N2C[C@H]3[C@H](N)CC[C@H]3C2)(=O)=O)C=[CH:44][CH:45]=1.